Dataset: Full USPTO retrosynthesis dataset with 1.9M reactions from patents (1976-2016). Task: Predict the reactants needed to synthesize the given product. (1) Given the product [OH:31][C@H:30]([C:21]1[CH:22]=[CH:23][C:24]2[C:25](=[O:29])[O:26][CH2:27][C:28]=2[C:20]=1[CH3:19])[CH2:32][N:6]1[CH2:5][CH2:4][N:3]([C:8]2[S:9][C:10]3[CH:16]=[CH:15][C:14]([C:17]#[N:18])=[CH:13][C:11]=3[N:12]=2)[C:2](=[O:1])[CH2:7]1, predict the reactants needed to synthesize it. The reactants are: [O:1]=[C:2]1[CH2:7][NH:6][CH2:5][CH2:4][N:3]1[C:8]1[S:9][C:10]2[CH:16]=[CH:15][C:14]([C:17]#[N:18])=[CH:13][C:11]=2[N:12]=1.[CH3:19][C:20]1[C:28]2[CH2:27][O:26][C:25](=[O:29])[C:24]=2[CH:23]=[CH:22][C:21]=1[C@@H:30]1[CH2:32][O:31]1. (2) Given the product [CH:5]1([CH2:10][C:11]2[NH:12][C:13](=[O:29])[C:14]3[CH:19]=[N:18][N:17]([C:20]4[CH:25]=[CH:24][CH:23]=[CH:22][C:21]=4[OH:26])[C:15]=3[N:16]=2)[CH2:6][CH2:7][CH2:8][CH2:9]1, predict the reactants needed to synthesize it. The reactants are: B(Br)(Br)Br.[CH:5]1([CH2:10][C:11]2[NH:12][C:13](=[O:29])[C:14]3[CH:19]=[N:18][N:17]([C:20]4[CH:25]=[CH:24][CH:23]=[CH:22][C:21]=4[O:26]CC)[C:15]=3[N:16]=2)[CH2:9][CH2:8][CH2:7][CH2:6]1. (3) Given the product [F:21][C:19]1([F:22])[O:18][C:17]2[CH:23]=[CH:24][C:14]([C:11]3([C:9]([NH:8][C:6]4[N:7]=[C:2]([C:29]5[C:28]([O:27][CH3:26])=[N:33][CH:32]=[C:31]([CH3:38])[CH:30]=5)[C:3]([CH3:25])=[CH:4][CH:5]=4)=[O:10])[CH2:13][CH2:12]3)=[CH:15][C:16]=2[O:20]1, predict the reactants needed to synthesize it. The reactants are: Cl[C:2]1[N:7]=[C:6]([NH:8][C:9]([C:11]2([C:14]3[CH:24]=[CH:23][C:17]4[O:18][C:19]([F:22])([F:21])[O:20][C:16]=4[CH:15]=3)[CH2:13][CH2:12]2)=[O:10])[CH:5]=[CH:4][C:3]=1[CH3:25].[CH3:26][O:27][C:28]1[N:33]=[CH:32][C:31](B(O)O)=[C:30](C)[CH:29]=1.[C:38]([O-])([O-])=O.[Na+].[Na+]. (4) Given the product [NH2:1][CH:2]1[CH2:3][CH:4]([OH:10])[CH2:5][C:6]([CH3:9])([CH3:8])[CH2:7]1, predict the reactants needed to synthesize it. The reactants are: [NH2:1][C:2]1[CH2:7][C:6]([CH3:9])([CH3:8])[CH2:5][C:4](=[O:10])[CH:3]=1. (5) Given the product [CH:1]1([CH2:6][CH:7]([C:11]2[CH:16]=[CH:15][C:14]([Cl:17])=[C:13]([Cl:18])[CH:12]=2)[C:8]([NH:53][C:54]2[CH:63]=[CH:62][C:61]3[C:56](=[CH:57][CH:58]=[CH:59][CH:60]=3)[N:55]=2)=[O:10])[CH2:2][CH2:3][CH2:4][CH2:5]1, predict the reactants needed to synthesize it. The reactants are: [CH:1]1([CH2:6][CH:7]([C:11]2[CH:16]=[CH:15][C:14]([Cl:17])=[C:13]([Cl:18])[CH:12]=2)[C:8]([OH:10])=O)[CH2:5][CH2:4][CH2:3][CH2:2]1.F[P-](F)(F)(F)(F)F.N1(O[P+](N(C)C)(N(C)C)N(C)C)C2C=CC=CC=2N=N1.C(N(CC)CC)C.[NH2:53][C:54]1[CH:63]=[CH:62][C:61]2[C:56](=[CH:57][CH:58]=[CH:59][CH:60]=2)[N:55]=1.